From a dataset of Reaction yield outcomes from USPTO patents with 853,638 reactions. Predict the reaction yield, written as a fraction of the theoretical maximum amount of product (1.0 means a 100% yield; for example, 0.34 means a 34% yield). (1) The yield is 0.720. The product is [OH2:4].[ClH:1].[ClH:1].[NH:7]1[CH2:8][CH2:9][CH:10]([NH:13][C:14]2[CH:15]=[C:16]3[C:20](=[CH:21][CH:22]=2)[NH:19][N:18]=[CH:17]3)[CH2:11][CH2:12]1. The reactants are [ClH:1].CC[O:4]CC.[NH:7]1[CH2:12][CH2:11][CH:10]([NH:13][C:14]2[CH:15]=[C:16]3[C:20](=[CH:21][CH:22]=2)[NH:19][N:18]=[CH:17]3)[CH2:9][CH2:8]1. The catalyst is C(Cl)(Cl)Cl.CO. (2) The reactants are [Br:1][C:2]1[CH:18]=[CH:17][C:5]2[C:6]3[N:7]=[C:8](C(O)=O)[S:9][C:10]=3[CH2:11][CH2:12][O:13][C:4]=2[CH:3]=1.C([N:21](CC)CC)C.C1(P(N=[N+]=[N-])(C2C=CC=CC=2)=O)C=CC=CC=1. The catalyst is C(O)(C)(C)C. The product is [Br:1][C:2]1[CH:18]=[CH:17][C:5]2[C:6]3[N:7]=[C:8]([NH2:21])[S:9][C:10]=3[CH2:11][CH2:12][O:13][C:4]=2[CH:3]=1. The yield is 0.700. (3) The reactants are Br[Zn][CH2:3][C:4]([O:6][CH2:7][CH3:8])=[O:5].[C:9](/[CH:17]=[CH:18]/[C:19]([O:21][CH2:22][CH3:23])=[O:20])(=[O:16])[C:10]1[CH:15]=[CH:14][CH:13]=[CH:12][CH:11]=1.Cl.C(OCC)(=O)C. The catalyst is C1COCC1. The product is [OH:16][C:9]([C:10]1[CH:15]=[CH:14][CH:13]=[CH:12][CH:11]=1)([CH2:3][C:4]([O:6][CH2:7][CH3:8])=[O:5])/[CH:17]=[CH:18]/[C:19]([O:21][CH2:22][CH3:23])=[O:20]. The yield is 0.970. (4) The reactants are P(Cl)(Cl)(Cl)(Cl)[Cl:2].[CH3:7][C:8]([CH3:16])([C:13](=O)[CH3:14])[C:9]([O:11][CH3:12])=[O:10]. The catalyst is C(Cl)Cl.CN(C=O)C. The product is [Cl:2][C:13](=[CH2:14])[C:8]([CH3:16])([CH3:7])[C:9]([O:11][CH3:12])=[O:10]. The yield is 0.230. (5) The catalyst is O1CCCC1. The yield is 0.610. The product is [Br:13][C:14]1[CH:15]=[C:16]([C:20]2([C:7]3[CH:12]=[CH:11][N:10]=[CH:9][CH:8]=3)[C:28]3[C:29](=[CH:30][CH:31]=[CH:32][CH:33]=3)[C:34]([NH2:35])=[N:21]2)[CH:17]=[CH:18][CH:19]=1. The reactants are C([Li])(C)(C)C.I[C:7]1[CH:12]=[CH:11][N:10]=[CH:9][CH:8]=1.[Br:13][C:14]1[CH:15]=[C:16]([C:20]([C:28]2[CH:33]=[CH:32][CH:31]=[CH:30][C:29]=2[C:34]#[N:35])=[N:21]S(C(C)(C)C)=O)[CH:17]=[CH:18][CH:19]=1. (6) The yield is 0.620. The product is [CH3:23][C:24]1[N:25]=[C:26]([N:32]2[CH2:36][CH2:35][N:34]([CH2:37][CH2:38][CH2:39][C:40]3[CH:45]=[CH:44][CH:43]=[CH:42][CH:41]=3)[C:33]2=[O:46])[S:27][C:28]=1[C:29]([NH:47][CH2:48][C:49]1[CH:50]=[N:51][CH:52]=[CH:53][CH:54]=1)=[O:31]. The reactants are C(N1CCN(C2SC(C(O)=O)=C(C)N=2)C1=O)C1C=CC=CC=1.[CH3:23][C:24]1[N:25]=[C:26]([N:32]2[CH2:36][CH2:35][N:34]([CH2:37][CH2:38][CH2:39][C:40]3[CH:45]=[CH:44][CH:43]=[CH:42][CH:41]=3)[C:33]2=[O:46])[S:27][C:28]=1[C:29]([OH:31])=O.[NH2:47][CH2:48][C:49]1[CH:50]=[N:51][CH:52]=[CH:53][CH:54]=1. No catalyst specified. (7) The reactants are C([O:3][CH2:4][CH2:5][O:6][NH:7][C:8]([C:10]1[CH:15]=[CH:14][C:13](=[O:16])[N:12]([CH3:17])[C:11]=1[NH:18][C:19]1[CH:24]=[CH:23][C:22]([CH3:25])=[CH:21][C:20]=1[F:26])=[O:9])=C.COC(C1C=CC(=O)N(C)C=1NC1C=CC(C)=CC=1F)=O.C(OCCON)=C.C[Si]([N-][Si](C)(C)C)(C)C.[Li+]. The catalyst is C1COCC1. The product is [OH:3][CH2:4][CH2:5][O:6][NH:7][C:8]([C:10]1[CH:15]=[CH:14][C:13](=[O:16])[N:12]([CH3:17])[C:11]=1[NH:18][C:19]1[CH:24]=[CH:23][C:22]([CH3:25])=[CH:21][C:20]=1[F:26])=[O:9]. The yield is 0.770.